Dataset: Catalyst prediction with 721,799 reactions and 888 catalyst types from USPTO. Task: Predict which catalyst facilitates the given reaction. Reactant: [CH:1]1[CH:2]=[CH:3][C:4]2[N:15]([C:16]([NH2:18])=[O:17])[C:14]3[CH:13]=[CH:12][CH:11]=[CH:10][C:9]=3[CH:8]=[CH:7][C:5]=2[CH:6]=1.[C:19]1(=[O:26])[CH:24]=[CH:23][C:22](=[O:25])[CH:21]=[CH:20]1.C1COCC1. Product: [CH:11]1[CH:12]=[CH:13][C:14]2[N:15]([C:16]([NH2:18])=[O:17])[C:4]3[CH:3]=[CH:2][CH:1]=[CH:6][C:5]=3[CH:7]=[CH:8][C:9]=2[CH:10]=1.[C:19]1(=[O:26])[CH:24]=[CH:23][C:22](=[O:25])[CH:21]=[CH:20]1. The catalyst class is: 5.